Dataset: NCI-60 drug combinations with 297,098 pairs across 59 cell lines. Task: Regression. Given two drug SMILES strings and cell line genomic features, predict the synergy score measuring deviation from expected non-interaction effect. (1) Drug 1: C1CCC(C1)C(CC#N)N2C=C(C=N2)C3=C4C=CNC4=NC=N3. Drug 2: C1=CC(=CC=C1C#N)C(C2=CC=C(C=C2)C#N)N3C=NC=N3. Cell line: K-562. Synergy scores: CSS=16.1, Synergy_ZIP=-2.82, Synergy_Bliss=2.25, Synergy_Loewe=-2.02, Synergy_HSA=-1.08. (2) Drug 1: CCCS(=O)(=O)NC1=C(C(=C(C=C1)F)C(=O)C2=CNC3=C2C=C(C=N3)C4=CC=C(C=C4)Cl)F. Drug 2: CC1=C(C=C(C=C1)C(=O)NC2=CC(=CC(=C2)C(F)(F)F)N3C=C(N=C3)C)NC4=NC=CC(=N4)C5=CN=CC=C5. Cell line: SNB-75. Synergy scores: CSS=1.44, Synergy_ZIP=0.879, Synergy_Bliss=3.09, Synergy_Loewe=-0.549, Synergy_HSA=1.18. (3) Drug 1: CC12CCC3C(C1CCC2NC(=O)OCC(F)(F)F)CCC4C3(C=CC(=O)N4C)C. Drug 2: C1CC(C1)(C2=CC=C(C=C2)C3=C(C=C4C(=N3)C=CN5C4=NNC5=O)C6=CC=CC=C6)N. Cell line: T-47D. Synergy scores: CSS=31.9, Synergy_ZIP=1.48, Synergy_Bliss=0.236, Synergy_Loewe=-4.40, Synergy_HSA=2.06. (4) Drug 1: CN1CCC(CC1)COC2=C(C=C3C(=C2)N=CN=C3NC4=C(C=C(C=C4)Br)F)OC. Drug 2: COCCOC1=C(C=C2C(=C1)C(=NC=N2)NC3=CC=CC(=C3)C#C)OCCOC.Cl. Cell line: OVCAR3. Synergy scores: CSS=30.5, Synergy_ZIP=6.71, Synergy_Bliss=7.71, Synergy_Loewe=9.58, Synergy_HSA=10.6. (5) Drug 1: C1C(C(OC1N2C=NC3=C(N=C(N=C32)Cl)N)CO)O. Drug 2: C1CN1C2=NC(=NC(=N2)N3CC3)N4CC4. Cell line: HOP-92. Synergy scores: CSS=40.3, Synergy_ZIP=-12.3, Synergy_Bliss=-1.02, Synergy_Loewe=-0.891, Synergy_HSA=2.46. (6) Drug 1: C1CCC(CC1)NC(=O)N(CCCl)N=O. Drug 2: C#CCC(CC1=CN=C2C(=N1)C(=NC(=N2)N)N)C3=CC=C(C=C3)C(=O)NC(CCC(=O)O)C(=O)O. Cell line: NCIH23. Synergy scores: CSS=9.44, Synergy_ZIP=-1.05, Synergy_Bliss=1.57, Synergy_Loewe=0.0559, Synergy_HSA=-0.0188.